This data is from Full USPTO retrosynthesis dataset with 1.9M reactions from patents (1976-2016). The task is: Predict the reactants needed to synthesize the given product. Given the product [CH3:6][NH:7][C:8]1[CH:15]=[CH:14][C:11]([CH2:12][N:1]2[CH2:5][CH2:4][CH2:3][CH2:2]2)=[CH:10][C:9]=1[N+:16]([O-:18])=[O:17], predict the reactants needed to synthesize it. The reactants are: [NH:1]1[CH2:5][CH2:4][CH2:3][CH2:2]1.[CH3:6][NH:7][C:8]1[CH:15]=[CH:14][C:11]([CH:12]=O)=[CH:10][C:9]=1[N+:16]([O-:18])=[O:17].[BH-](OC(C)=O)(OC(C)=O)OC(C)=O.[Na+].C([O-])(O)=O.[Na+].